This data is from Peptide-MHC class I binding affinity with 185,985 pairs from IEDB/IMGT. The task is: Regression. Given a peptide amino acid sequence and an MHC pseudo amino acid sequence, predict their binding affinity value. This is MHC class I binding data. (1) The peptide sequence is NMDPLNDNI. The MHC is HLA-A02:01 with pseudo-sequence HLA-A02:01. The binding affinity (normalized) is 0.301. (2) The peptide sequence is IHIPGDTLF. The MHC is HLA-A26:03 with pseudo-sequence HLA-A26:03. The binding affinity (normalized) is 0.0847. (3) The binding affinity (normalized) is 0.0847. The peptide sequence is EELRSLYNTV. The MHC is HLA-A30:01 with pseudo-sequence HLA-A30:01. (4) The peptide sequence is VPSVNEYHM. The MHC is HLA-B54:01 with pseudo-sequence HLA-B54:01. The binding affinity (normalized) is 0. (5) The peptide sequence is RLPKTAMLLVV. The MHC is Mamu-A01 with pseudo-sequence Mamu-A01. The binding affinity (normalized) is 0.555. (6) The peptide sequence is TIQESFIRFT. The MHC is HLA-A02:01 with pseudo-sequence HLA-A02:01. The binding affinity (normalized) is 0. (7) The peptide sequence is KQWGWFALL. The MHC is HLA-A02:03 with pseudo-sequence HLA-A02:03. The binding affinity (normalized) is 0.483. (8) The peptide sequence is FTNSQIFNI. The MHC is HLA-A02:01 with pseudo-sequence HLA-A02:01. The binding affinity (normalized) is 0.797. (9) The peptide sequence is RTSKAPLER. The MHC is HLA-A03:01 with pseudo-sequence HLA-A03:01. The binding affinity (normalized) is 0.